From a dataset of Full USPTO retrosynthesis dataset with 1.9M reactions from patents (1976-2016). Predict the reactants needed to synthesize the given product. Given the product [C:40]([O:13][C:12](=[O:14])[C:11]1[CH:10]=[C:9]([O:8][CH2:1][C:2]2[CH:3]=[CH:4][CH:5]=[CH:6][CH:7]=2)[C:17]([Br:18])=[C:16]([O:19][CH2:20][C:21]2[CH:26]=[CH:25][CH:24]=[CH:23][CH:22]=2)[CH:15]=1)([CH3:42])([CH3:41])[CH3:39], predict the reactants needed to synthesize it. The reactants are: [CH2:1]([O:8][C:9]1[CH:10]=[C:11]([CH:15]=[C:16]([O:19][CH2:20][C:21]2[CH:26]=[CH:25][CH:24]=[CH:23][CH:22]=2)[C:17]=1[Br:18])[C:12]([OH:14])=[O:13])[C:2]1[CH:7]=[CH:6][CH:5]=[CH:4][CH:3]=1.C1N=CN(C(N2C=NC=C2)=O)C=1.[CH3:39][C:40](O)([CH3:42])[CH3:41].C1CCN2C(=NCCC2)CC1.Cl.